This data is from Peptide-MHC class I binding affinity with 185,985 pairs from IEDB/IMGT. The task is: Regression. Given a peptide amino acid sequence and an MHC pseudo amino acid sequence, predict their binding affinity value. This is MHC class I binding data. The peptide sequence is DIKYISRDEL. The MHC is HLA-A02:02 with pseudo-sequence HLA-A02:02. The binding affinity (normalized) is 0.275.